This data is from Full USPTO retrosynthesis dataset with 1.9M reactions from patents (1976-2016). The task is: Predict the reactants needed to synthesize the given product. Given the product [CH:17]1([N:14]2[CH2:13][CH2:12][CH:11]([O:10][C:9]3[CH:8]=[CH:7][C:6]([CH:4]=[O:5])=[CH:25][CH:24]=3)[CH2:16][CH2:15]2)[CH2:39][CH2:38][CH2:37][CH2:40]1, predict the reactants needed to synthesize it. The reactants are: C(O[C:4]([C:6]1[CH:25]=[CH:24][C:9]([O:10][CH:11]2[CH2:16][CH2:15][N:14]([C:17](OC(C)(C)C)=O)[CH2:13][CH2:12]2)=[CH:8][CH:7]=1)=[O:5])C.C(OC1(O[Si](C)(C)C)CC1)C.[C:37]1(=O)[CH2:40][CH2:39][CH2:38]1.